This data is from TCR-epitope binding with 47,182 pairs between 192 epitopes and 23,139 TCRs. The task is: Binary Classification. Given a T-cell receptor sequence (or CDR3 region) and an epitope sequence, predict whether binding occurs between them. (1) The epitope is RLRPGGKKK. The TCR CDR3 sequence is CASSLAQGGNEQFF. Result: 0 (the TCR does not bind to the epitope). (2) The epitope is QECVRGTTVL. The TCR CDR3 sequence is CASSFDRSDEQFF. Result: 0 (the TCR does not bind to the epitope). (3) The epitope is YLNTLTLAV. The TCR CDR3 sequence is CASSLGSGLAYGYTF. Result: 0 (the TCR does not bind to the epitope). (4) The epitope is EILDITPCSF. The TCR CDR3 sequence is CASSQEAGRTGELFF. Result: 1 (the TCR binds to the epitope). (5) The epitope is VLWAHGFEL. The TCR CDR3 sequence is CASSMGGEQYF. Result: 1 (the TCR binds to the epitope).